This data is from Peptide-MHC class I binding affinity with 185,985 pairs from IEDB/IMGT. The task is: Regression. Given a peptide amino acid sequence and an MHC pseudo amino acid sequence, predict their binding affinity value. This is MHC class I binding data. The peptide sequence is YLKNYKNFDY. The MHC is HLA-A03:01 with pseudo-sequence HLA-A03:01. The binding affinity (normalized) is 0.232.